This data is from NCI-60 drug combinations with 297,098 pairs across 59 cell lines. The task is: Regression. Given two drug SMILES strings and cell line genomic features, predict the synergy score measuring deviation from expected non-interaction effect. Cell line: MDA-MB-231. Drug 2: CNC(=O)C1=NC=CC(=C1)OC2=CC=C(C=C2)NC(=O)NC3=CC(=C(C=C3)Cl)C(F)(F)F. Drug 1: C1=CC(=CC=C1C#N)C(C2=CC=C(C=C2)C#N)N3C=NC=N3. Synergy scores: CSS=-4.87, Synergy_ZIP=3.31, Synergy_Bliss=1.73, Synergy_Loewe=-0.606, Synergy_HSA=-3.25.